From a dataset of Forward reaction prediction with 1.9M reactions from USPTO patents (1976-2016). Predict the product of the given reaction. (1) Given the reactants [O:1]=[C:2]1[C:11]2[C:6](=[CH:7][CH:8]=[C:9]([C:12]([O:14][CH3:15])=[O:13])[CH:10]=2)[CH:5]=[CH:4][NH:3]1.C(=O)([O-])[O-].[K+].[K+].Br[CH2:23][C:24]1(C([O-])=O)[O:28][CH:27]=[CH:26][O:25]1.O, predict the reaction product. The product is: [O:25]1[CH2:26][CH2:27][O:28][CH:24]1[CH2:23][N:3]1[CH:4]=[CH:5][C:6]2[C:11](=[CH:10][C:9]([C:12]([O:14][CH3:15])=[O:13])=[CH:8][CH:7]=2)[C:2]1=[O:1]. (2) Given the reactants [CH2:1]([O:5][C:6]([C:8]1C=CN=C(Cl)[CH:9]=1)=[O:7])CCC.C([N:18]([CH:21]([CH3:23])C)[CH2:19][CH3:20])(C)C.[NH:24]1[CH2:29][CH2:28][NH:27][CH2:26][CH2:25]1, predict the reaction product. The product is: [CH3:1][O:5][C:6]([CH2:8][C:9]1[CH:20]=[CH:19][N:18]=[C:21]([N:24]2[CH2:29][CH2:28][NH:27][CH2:26][CH2:25]2)[CH:23]=1)=[O:7]. (3) Given the reactants [F:1][C:2]([F:33])([F:32])[C:3]1[CH:4]=[C:5]([CH:29]=[CH:30][CH:31]=1)[CH2:6][N:7]1[CH2:12][CH2:11][CH2:10][CH2:9][C@@H:8]1[C:13]([NH:15][C:16]1([C:19]2[CH:28]=[CH:27][C:22]([C:23]([O:25]C)=[O:24])=[CH:21][CH:20]=2)[CH2:18][CH2:17]1)=[O:14].O[Li:35].O, predict the reaction product. The product is: [F:32][C:2]([F:1])([F:33])[C:3]1[CH:4]=[C:5]([CH:29]=[CH:30][CH:31]=1)[CH2:6][N:7]1[CH2:12][CH2:11][CH2:10][CH2:9][C@@H:8]1[C:13]([NH:15][C:16]1([C:19]2[CH:28]=[CH:27][C:22]([C:23]([O-:25])=[O:24])=[CH:21][CH:20]=2)[CH2:18][CH2:17]1)=[O:14].[Li+:35]. (4) Given the reactants [O:1]=[C:2]1[C:10]2[C:5](=[CH:6][CH:7]=[CH:8][C:9]=2[O:11][CH2:12][CH:13]2[CH2:17][CH2:16][CH2:15][O:14]2)[CH2:4][N:3]1[CH2:18][C:19]1[CH:28]=[CH:27][C:22]([C:23]([O:25]C)=[O:24])=[CH:21][CH:20]=1.[OH-].[Na+].Cl.C(OCC)(=O)C, predict the reaction product. The product is: [O:1]=[C:2]1[C:10]2[C:5](=[CH:6][CH:7]=[CH:8][C:9]=2[O:11][CH2:12][CH:13]2[CH2:17][CH2:16][CH2:15][O:14]2)[CH2:4][N:3]1[CH2:18][C:19]1[CH:20]=[CH:21][C:22]([C:23]([OH:25])=[O:24])=[CH:27][CH:28]=1. (5) The product is: [Br:1][C:2]1[CH:3]=[CH:4][C:5]([CH2:8][C:10]#[N:11])=[N:6][CH:7]=1. Given the reactants [Br:1][C:2]1[CH:3]=[CH:4][C:5]([CH2:8]Br)=[N:6][CH:7]=1.[C-:10]#[N:11].[K+], predict the reaction product. (6) Given the reactants C([O-])([O-])=O.[K+].[K+].Cl[C:8]1[CH:17]=[C:16]([C:18]([NH:20][CH2:21][C@H:22]2[CH2:27][CH2:26][C@H:25]([CH2:28][NH:29][C:30](=[O:36])[O:31][C:32]([CH3:35])([CH3:34])[CH3:33])[CH2:24][CH2:23]2)=[O:19])[C:15]2[C:10](=[CH:11][CH:12]=[CH:13][CH:14]=2)[N:9]=1.[OH:37][C:38]1[CH:43]=[CH:42][C:41](B(O)O)=[CH:40][CH:39]=1, predict the reaction product. The product is: [OH:37][C:38]1[CH:43]=[CH:42][C:41]([C:8]2[CH:17]=[C:16]([C:18]([NH:20][CH2:21][C@H:22]3[CH2:27][CH2:26][C@H:25]([CH2:28][NH:29][C:30](=[O:36])[O:31][C:32]([CH3:35])([CH3:34])[CH3:33])[CH2:24][CH2:23]3)=[O:19])[C:15]3[C:10](=[CH:11][CH:12]=[CH:13][CH:14]=3)[N:9]=2)=[CH:40][CH:39]=1. (7) Given the reactants C([O:3][C:4]([C:6]1[C:10]([N+:11]([O-:13])=[O:12])=[CH:9][N:8]([C:14]2[CH:19]=[CH:18][CH:17]=[CH:16][CH:15]=2)[N:7]=1)=[O:5])C.[OH-].[Na+].Cl.O, predict the reaction product. The product is: [N+:11]([C:10]1[C:6]([C:4]([OH:5])=[O:3])=[N:7][N:8]([C:14]2[CH:19]=[CH:18][CH:17]=[CH:16][CH:15]=2)[CH:9]=1)([O-:13])=[O:12]. (8) Given the reactants [O:1]1[CH2:3][CH:2]1[CH2:4][O:5][C:6]1[C:18]2[C:17]3[C:12](=[CH:13][CH:14]=[CH:15][CH:16]=3)[NH:11][C:10]=2[CH:9]=[CH:8][CH:7]=1.[CH3:19][O:20][C:21]1[CH:30]=[CH:29][CH:28]=[CH:27][C:22]=1[O:23][CH2:24][CH2:25][NH2:26].[C:31]([OH:40])(=[O:39])[C@@H:32]([C@H:34]([C:36]([OH:38])=[O:37])[OH:35])[OH:33], predict the reaction product. The product is: [CH3:19][O:20][C:21]1[CH:30]=[CH:29][CH:28]=[CH:27][C:22]=1[O:23][CH2:24][CH2:25][NH:26][CH2:3][CH:2]([OH:1])[CH2:4][O:5][C:6]1[CH:7]=[CH:8][CH:9]=[C:10]2[NH:11][C:12]3[CH:13]=[CH:14][CH:15]=[CH:16][C:17]=3[C:18]=12.[C:31]([O-:40])(=[O:39])[CH:32]([CH:34]([C:36]([O-:38])=[O:37])[OH:35])[OH:33]. (9) Given the reactants O.NN.[Cl:4][C:5]1[C:10]([Cl:11])=[CH:9][CH:8]=[CH:7][C:6]=1[N:12]1[CH2:17][CH2:16][N:15]([CH2:18][CH2:19][CH2:20][CH2:21][N:22]2C(=O)C3=CC=CC=C3C2=O)[CH2:14][CH2:13]1, predict the reaction product. The product is: [Cl:4][C:5]1[C:10]([Cl:11])=[CH:9][CH:8]=[CH:7][C:6]=1[N:12]1[CH2:13][CH2:14][N:15]([CH2:18][CH2:19][CH2:20][CH2:21][NH2:22])[CH2:16][CH2:17]1. (10) Given the reactants [Br:1][C:2]1[C:3]2[O:11][C:10]([C:12]3[CH:17]=[CH:16][C:15]([C:18]4([NH:22][C:23](=[O:29])[O:24][C:25]([CH3:28])([CH3:27])[CH3:26])[CH2:21][CH2:20][CH2:19]4)=[CH:14][CH:13]=3)=[C:9]([C:30]3[CH:35]=[CH:34][CH:33]=[CH:32][CH:31]=3)[C:4]=2[C:5](=[O:8])[NH:6][CH:7]=1.C([O-])([O-])=O.[Cs+].[Cs+].[F:42][CH2:43][CH2:44]I, predict the reaction product. The product is: [Br:1][C:2]1[C:3]2[O:11][C:10]([C:12]3[CH:17]=[CH:16][C:15]([C:18]4([NH:22][C:23](=[O:29])[O:24][C:25]([CH3:28])([CH3:27])[CH3:26])[CH2:21][CH2:20][CH2:19]4)=[CH:14][CH:13]=3)=[C:9]([C:30]3[CH:31]=[CH:32][CH:33]=[CH:34][CH:35]=3)[C:4]=2[C:5](=[O:8])[N:6]([CH2:44][CH2:43][F:42])[CH:7]=1.